Task: Regression. Given a peptide amino acid sequence and an MHC pseudo amino acid sequence, predict their binding affinity value. This is MHC class I binding data.. Dataset: Peptide-MHC class I binding affinity with 185,985 pairs from IEDB/IMGT (1) The peptide sequence is DEWECTRDD. The MHC is HLA-A69:01 with pseudo-sequence HLA-A69:01. The binding affinity (normalized) is 0.0847. (2) The peptide sequence is EYYFRNEVF. The MHC is HLA-B15:09 with pseudo-sequence HLA-B15:09. The binding affinity (normalized) is 0.0847.